Predict the product of the given reaction. From a dataset of Forward reaction prediction with 1.9M reactions from USPTO patents (1976-2016). Given the reactants [F:1][C:2]1[C:7]([NH2:8])=[CH:6][CH:5]=[C:4]([F:9])[C:3]=1[NH:10][C:11]1[C:16]([C:17]2[N:25]=[CH:24][N:23]=[C:22]3[C:18]=2[N:19]=[CH:20][N:21]3[CH:26]2[CH2:31][CH2:30][CH2:29][CH2:28][O:27]2)=[CH:15][CH:14]=[CH:13][N:12]=1.[CH3:32][C:33]1[O:37][C:36]([S:38](Cl)(=[O:40])=[O:39])=[CH:35][CH:34]=1.N1C=CC=CC=1, predict the reaction product. The product is: [F:1][C:2]1[C:3]([NH:10][C:11]2[C:16]([C:17]3[N:25]=[CH:24][N:23]=[C:22]4[C:18]=3[N:19]=[CH:20][N:21]4[CH:26]3[CH2:31][CH2:30][CH2:29][CH2:28][O:27]3)=[CH:15][CH:14]=[CH:13][N:12]=2)=[C:4]([F:9])[CH:5]=[CH:6][C:7]=1[NH:8][S:38]([C:36]1[O:37][C:33]([CH3:32])=[CH:34][CH:35]=1)(=[O:40])=[O:39].